Task: Predict the product of the given reaction.. Dataset: Forward reaction prediction with 1.9M reactions from USPTO patents (1976-2016) (1) Given the reactants [CH2:1]([C@H:8]([CH2:12][C:13]([O:15][C:16]([CH3:19])([CH3:18])[CH3:17])=[O:14])[C:9]([OH:11])=O)[C:2]1[CH:7]=[CH:6][CH:5]=[CH:4][CH:3]=1.CN(C(ON1N=NC2C=CC=NC1=2)=[N+](C)C)C.F[P-](F)(F)(F)(F)F.[Cl:44][C:45]1[CH:50]=[CH:49][CH:48]=[CH:47][C:46]=1[C:51]1[N:52]=[C:53]([NH2:56])[S:54][CH:55]=1.CCN(C(C)C)C(C)C, predict the reaction product. The product is: [CH2:1]([C@@H:8]([C:9]([NH:56][C:53]1[S:54][CH:55]=[C:51]([C:46]2[CH:47]=[CH:48][CH:49]=[CH:50][C:45]=2[Cl:44])[N:52]=1)=[O:11])[CH2:12][C:13]([O:15][C:16]([CH3:19])([CH3:18])[CH3:17])=[O:14])[C:2]1[CH:3]=[CH:4][CH:5]=[CH:6][CH:7]=1. (2) Given the reactants CCO[C:4]1SN=C(C(Cl)(Cl)Cl)[N:5]=1.[CH3:13][C:14]1N=C(C)SC=1C(NC1C=CC=CC=1)=O.CCC[CH2:32][CH2:33][CH2:34][CH2:35][CH2:36][N:37]1S[CH2:41][CH2:40][C:38]1=[O:39].C1C=CC2N=C(C3N=C[S:54]C=3)NC=2C=1.C[N:58]=[C:59]1[S:73]C(=NC(F)(F)F)C(=NC(F)(F)F)[N:60]1[C:74]1[CH:79]=CC(Cl)=CC=1.CC1SC(C(NC2C(Br)=CC(OC(F)(F)F)=CC=2Br)=O)=C(C(F)(F)F)N=1, predict the reaction product. The product is: [CH3:13][CH2:14][C:41]1[N:58]=[C:59]([NH:60][CH2:74][CH3:79])[S:73][C:40]=1[C:38]([NH:37][CH:36]([C:35]1[S:54][CH:32]=[CH:33][CH:34]=1)[C:4]#[N:5])=[O:39]. (3) The product is: [Br:18][C:10]1[C:11]([OH:12])=[C:2]([Cl:1])[CH:3]=[C:4]2[C:9]=1[O:8][CH2:7][CH2:6][CH:5]2[C:13]([O:15][CH2:16][CH3:17])=[O:14]. Given the reactants [Cl:1][C:2]1[CH:3]=[C:4]2[C:9](=[CH:10][C:11]=1[OH:12])[O:8][CH2:7][CH2:6][CH:5]2[C:13]([O:15][CH2:16][CH3:17])=[O:14].[Br:18]Br, predict the reaction product. (4) Given the reactants [OH:1][CH2:2][C:3]1[CH:4]=[C:5]([CH:13](C(C)(C)C)[O:14][SiH](C)C)[CH:6]=[C:7]([C:9]([SH:12])([CH3:11])[CH3:10])[CH:8]=1, predict the reaction product. The product is: [OH:1][CH2:2][C:3]1[CH:8]=[C:7]([C:9]([SH:12])([CH3:10])[CH3:11])[CH:6]=[C:5]([CH2:13][OH:14])[CH:4]=1. (5) The product is: [NH2:22][C:18]1[CH:17]=[C:16]([CH:21]=[CH:20][CH:19]=1)[CH2:15][NH:14][C:9]1[C:8]2[C:13](=[C:4]([C:2]([NH2:1])=[O:3])[CH:5]=[CH:6][CH:7]=2)[N:12]=[CH:11][N:10]=1. Given the reactants [NH2:1][C:2]([C:4]1[CH:5]=[CH:6][CH:7]=[C:8]2[C:13]=1[N:12]=[CH:11][N:10]=[C:9]2[NH:14][CH2:15][C:16]1[CH:17]=[C:18]([NH:22]C(=O)OC(C)(C)C)[CH:19]=[CH:20][CH:21]=1)=[O:3].Cl.CCOCC, predict the reaction product. (6) Given the reactants Br[C:2]1[CH:3]=[CH:4][C:5]([N:15]([CH2:19][CH:20]([CH3:22])[CH3:21])[CH2:16][CH2:17][CH3:18])=[C:6](/[CH:8]=[CH:9]/[C:10]([O:12][CH2:13][CH3:14])=[O:11])[CH:7]=1.[CH2:23]([O:27][CH2:28][CH2:29][O:30][C:31]1[CH:36]=[CH:35][C:34](OB(O)O)=[CH:33][CH:32]=1)[CH2:24][CH2:25][CH3:26].C(=O)([O-])[O-].[K+].[K+], predict the reaction product. The product is: [CH2:23]([O:27][CH2:28][CH2:29][O:30][C:31]1[CH:32]=[CH:33][C:34]([C:2]2[CH:3]=[CH:4][C:5]([N:15]([CH2:19][CH:20]([CH3:22])[CH3:21])[CH2:16][CH2:17][CH3:18])=[C:6](/[CH:8]=[CH:9]/[C:10]([O:12][CH2:13][CH3:14])=[O:11])[CH:7]=2)=[CH:35][CH:36]=1)[CH2:24][CH2:25][CH3:26]. (7) The product is: [Br:3][C:4]1[CH:12]=[C:11]2[C:7]([C:8]([CH3:15])([CH3:14])[C:9](=[O:13])[N:10]2[CH2:17][O:18][CH2:19][CH2:20][Si:21]([CH3:24])([CH3:23])[CH3:22])=[CH:6][CH:5]=1. Given the reactants [H-].[Na+].[Br:3][C:4]1[CH:12]=[C:11]2[C:7]([C:8]([CH3:15])([CH3:14])[C:9](=[O:13])[NH:10]2)=[CH:6][CH:5]=1.Cl[CH2:17][O:18][CH2:19][CH2:20][Si:21]([CH3:24])([CH3:23])[CH3:22], predict the reaction product. (8) Given the reactants C(OC([N:8]1[CH2:13][CH2:12][CH2:11][CH:10]([NH:14][CH:15]2[CH2:20][CH2:19][N:18]([C:21](=[O:23])[CH3:22])[CH2:17][CH2:16]2)[CH:9]1[CH2:24][C:25]1[CH:30]=[CH:29][CH:28]=[CH:27][CH:26]=1)=O)(C)(C)C.FC(F)(F)C(O)=O, predict the reaction product. The product is: [CH2:24]([CH:9]1[CH:10]([NH:14][CH:15]2[CH2:16][CH2:17][N:18]([C:21](=[O:23])[CH3:22])[CH2:19][CH2:20]2)[CH2:11][CH2:12][CH2:13][NH:8]1)[C:25]1[CH:30]=[CH:29][CH:28]=[CH:27][CH:26]=1. (9) Given the reactants Cl[C:2]1[C:7]([F:8])=[CH:6][C:5]([O:9][CH2:10][C:11]2[CH:16]=[CH:15][CH:14]=[CH:13][CH:12]=2)=[CH:4][N:3]=1.[C:17]1(B(O)O)[CH:22]=[CH:21][CH:20]=[CH:19][CH:18]=1.[Cl-].[Li+].C(=O)([O-])[O-].[K+].[K+], predict the reaction product. The product is: [C:17]1([C:2]2[C:7]([F:8])=[CH:6][C:5]([O:9][CH2:10][C:11]3[CH:16]=[CH:15][CH:14]=[CH:13][CH:12]=3)=[CH:4][N:3]=2)[CH:22]=[CH:21][CH:20]=[CH:19][CH:18]=1. (10) Given the reactants [C:1]([N:6]1[CH2:11][CH2:10][CH2:9][C@H:8]([CH2:12][O:13][C:14]2[CH:21]=[CH:20][CH:19]=[C:18]([N+:22]([O-])=O)[C:15]=2[C:16]#[N:17])[CH2:7]1)(=[O:5])[CH2:2][CH2:3][CH3:4], predict the reaction product. The product is: [NH2:22][C:18]1[CH:19]=[CH:20][CH:21]=[C:14]([O:13][CH2:12][C@H:8]2[CH2:9][CH2:10][CH2:11][N:6]([C:1](=[O:5])[CH2:2][CH2:3][CH3:4])[CH2:7]2)[C:15]=1[C:16]#[N:17].